From a dataset of Reaction yield outcomes from USPTO patents with 853,638 reactions. Predict the reaction yield, written as a fraction of the theoretical maximum amount of product (1.0 means a 100% yield; for example, 0.34 means a 34% yield). (1) The reactants are [F:1][C:2]1[CH:7]=[CH:6][C:5]([C:8]2[S:12][C:11]3[CH:13]=[C:14]([O:17]C)[CH:15]=[CH:16][C:10]=3[C:9]=2[O:19][C:20]2[CH:33]=[CH:32][C:23](/[CH:24]=[CH:25]/[C:26]3[O:30][C:29](=[O:31])[NH:28][N:27]=3)=[CH:22][CH:21]=2)=[C:4]([CH3:34])[CH:3]=1.B(Br)(Br)Br. The catalyst is C(Cl)Cl. The product is [F:1][C:2]1[CH:7]=[CH:6][C:5]([C:8]2[S:12][C:11]3[CH:13]=[C:14]([OH:17])[CH:15]=[CH:16][C:10]=3[C:9]=2[O:19][C:20]2[CH:21]=[CH:22][C:23](/[CH:24]=[CH:25]/[C:26]3[O:30][C:29](=[O:31])[NH:28][N:27]=3)=[CH:32][CH:33]=2)=[C:4]([CH3:34])[CH:3]=1. The yield is 0.410. (2) The reactants are Br[C:2]1[CH:3]=[CH:4][C:5]([OH:16])=[C:6]([CH:15]=1)[C:7]([C:9]1[CH:14]=[CH:13][CH:12]=[CH:11][CH:10]=1)=[O:8].[CH:17]([C:19]1[CH:20]=[C:21](B(O)O)[CH:22]=[CH:23][CH:24]=1)=[O:18].C(=O)([O-])[O-].[Na+].[Na+]. The catalyst is C1C=CC([P]([Pd]([P](C2C=CC=CC=2)(C2C=CC=CC=2)C2C=CC=CC=2)([P](C2C=CC=CC=2)(C2C=CC=CC=2)C2C=CC=CC=2)[P](C2C=CC=CC=2)(C2C=CC=CC=2)C2C=CC=CC=2)(C2C=CC=CC=2)C2C=CC=CC=2)=CC=1.C1(C)C=CC=CC=1.C(O)C.O. The product is [C:7]([C:6]1[CH:15]=[C:2]([C:23]2[CH:24]=[C:19]([CH:20]=[CH:21][CH:22]=2)[CH:17]=[O:18])[CH:3]=[CH:4][C:5]=1[OH:16])(=[O:8])[C:9]1[CH:14]=[CH:13][CH:12]=[CH:11][CH:10]=1. The yield is 0.450. (3) The reactants are CC([O-])(C)C.[K+].CC1C=CC(S([CH2:17][N+:18]#[C-])(=O)=O)=CC=1.[F:20][C:21]1[CH:22]=[C:23]([CH:26]=[CH:27][C:28]=1[O:29][CH3:30])[CH:24]=O.CO. The catalyst is C1COCC1.O. The product is [F:20][C:21]1[CH:22]=[C:23]([CH2:24][C:17]#[N:18])[CH:26]=[CH:27][C:28]=1[O:29][CH3:30]. The yield is 0.580. (4) The reactants are [H-].[Na+].[Cl:3][C:4]1[CH:5]=[C:6]([C:10]2[O:14][N:13]=[C:12]([NH:15][CH3:16])[N:11]=2)[CH:7]=[CH:8][CH:9]=1.Cl[CH2:18][C:19]1[N:20]([CH3:30])[C:21]([C:24]2[CH:29]=[CH:28][N:27]=[CH:26][CH:25]=2)=[N:22][N:23]=1.[NH4+].[Cl-]. The catalyst is CN(C=O)C. The product is [Cl:3][C:4]1[CH:5]=[C:6]([C:10]2[O:14][N:13]=[C:12]([N:15]([CH3:16])[CH2:18][C:19]3[N:20]([CH3:30])[C:21]([C:24]4[CH:29]=[CH:28][N:27]=[CH:26][CH:25]=4)=[N:22][N:23]=3)[N:11]=2)[CH:7]=[CH:8][CH:9]=1. The yield is 0.540. (5) The reactants are [N:1]1([C:7]2[N:12]=[CH:11][C:10]([C:13](=[O:15])[CH3:14])=[CH:9][N:8]=2)[CH2:6][CH2:5][NH:4][CH2:3][CH2:2]1.[F:16][C:17]1[CH:22]=[CH:21][C:20]([Mg]Br)=[CH:19][CH:18]=1. The catalyst is C1COCC1. The product is [F:16][C:17]1[CH:22]=[CH:21][C:20]([C:13]([C:10]2[CH:11]=[N:12][C:7]([N:1]3[CH2:2][CH2:3][NH:4][CH2:5][CH2:6]3)=[N:8][CH:9]=2)([OH:15])[CH3:14])=[CH:19][CH:18]=1. The yield is 0.380.